This data is from Peptide-MHC class II binding affinity with 134,281 pairs from IEDB. The task is: Regression. Given a peptide amino acid sequence and an MHC pseudo amino acid sequence, predict their binding affinity value. This is MHC class II binding data. (1) The peptide sequence is LNRAMTADDITMGYV. The MHC is DRB1_0101 with pseudo-sequence DRB1_0101. The binding affinity (normalized) is 0.876. (2) The peptide sequence is LDAKSTWYGKPTGAG. The MHC is DRB1_1501 with pseudo-sequence DRB1_1501. The binding affinity (normalized) is 0.193. (3) The peptide sequence is EGGVWTFDSEEPLQGPFNFR. The MHC is HLA-DPA10301-DPB10402 with pseudo-sequence HLA-DPA10301-DPB10402. The binding affinity (normalized) is 0.572. (4) The peptide sequence is WFINWYLPISQLFYN. The MHC is DRB4_0101 with pseudo-sequence DRB4_0103. The binding affinity (normalized) is 0.385.